This data is from Forward reaction prediction with 1.9M reactions from USPTO patents (1976-2016). The task is: Predict the product of the given reaction. Given the reactants [OH-].[Na+].[Cl:3][C:4]1[C:5]([F:12])=[C:6]([CH:8]=[CH:9][C:10]=1[Cl:11])[NH2:7].[C:13](Cl)(Cl)=[S:14], predict the reaction product. The product is: [Cl:11][C:10]1[CH:9]=[CH:8][C:6]([N:7]=[C:13]=[S:14])=[C:5]([F:12])[C:4]=1[Cl:3].